Predict the product of the given reaction. From a dataset of Forward reaction prediction with 1.9M reactions from USPTO patents (1976-2016). (1) Given the reactants [NH2:1][CH:2]([C:4]1[N:5]([C:16]2[CH:21]=[CH:20][CH:19]=[CH:18][CH:17]=2)[C:6](=[O:15])[C:7]2[C:12]([CH:13]=1)=[CH:11][CH:10]=[CH:9][C:8]=2[CH3:14])[CH3:3].CCN(C(C)C)C(C)C.[F:31][C:32]1[N:40]=[C:39]2[C:35]([N:36]=[C:37]([NH:47][CH:48]([C:50]3[N:51]([C:62]4[CH:67]=[CH:66][CH:65]=[CH:64][CH:63]=4)[C:52](=[O:61])[C:53]4[C:58]([CH:59]=3)=[CH:57][CH:56]=[CH:55][C:54]=4[CH3:60])[CH3:49])[N:38]2[CH:41]2[CH2:46][CH2:45][CH2:44][CH2:43][O:42]2)=[CH:34][N:33]=1, predict the reaction product. The product is: [F:31][C:32]1[N:40]=[C:39]2[C:35]([N:36]=[CH:37][NH:38]2)=[C:34]([NH:1][C@H:2]([C:4]2[N:5]([C:16]3[CH:21]=[CH:20][CH:19]=[CH:18][CH:17]=3)[C:6](=[O:15])[C:7]3[C:12]([CH:13]=2)=[CH:11][CH:10]=[CH:9][C:8]=3[CH3:14])[CH3:3])[N:33]=1.[F:31][C:32]1[N:40]=[C:39]2[C:35]([N:36]=[C:37]([NH:47][CH:48]([C:50]3[N:51]([C:62]4[CH:63]=[CH:64][CH:65]=[CH:66][CH:67]=4)[C:52](=[O:61])[C:53]4[C:58]([CH:59]=3)=[CH:57][CH:56]=[CH:55][C:54]=4[CH3:60])[CH3:49])[N:38]2[CH:41]2[CH2:46][CH2:45][CH2:44][CH2:43][O:42]2)=[CH:34][N:33]=1. (2) Given the reactants [Cl:1][C:2]1[CH:3]=[C:4]2[C:9](=[CH:10][CH:11]=1)[NH:8][C:7](=[O:12])[C:6]([CH2:13][CH2:14][CH3:15])=[C:5]2[S:16][CH:17]1[CH2:22][CH2:21][CH2:20][CH2:19][CH2:18]1.ClC1C=CC=C(C(OO)=[O:31])C=1, predict the reaction product. The product is: [Cl:1][C:2]1[CH:3]=[C:4]2[C:9](=[CH:10][CH:11]=1)[NH:8][C:7](=[O:12])[C:6]([CH2:13][CH2:14][CH3:15])=[C:5]2[S:16]([CH:17]1[CH2:22][CH2:21][CH2:20][CH2:19][CH2:18]1)=[O:31]. (3) Given the reactants Br[C:2]1[C:3]([C:16]2[CH:21]=[CH:20][CH:19]=[CH:18][CH:17]=2)=[N:4][C:5]2[C:10]([N:11]=1)=[CH:9][C:8]([C:12]([O:14][CH3:15])=[O:13])=[CH:7][CH:6]=2.[C:22]1([N:28]2[CH2:33][CH2:32][NH:31][CH2:30][CH2:29]2)[CH:27]=[CH:26][CH:25]=[CH:24][CH:23]=1.CCN(C(C)C)C(C)C, predict the reaction product. The product is: [C:16]1([C:3]2[C:2]([N:31]3[CH2:32][CH2:33][N:28]([C:22]4[CH:27]=[CH:26][CH:25]=[CH:24][CH:23]=4)[CH2:29][CH2:30]3)=[N:11][C:10]3[C:5](=[CH:6][CH:7]=[C:8]([C:12]([O:14][CH3:15])=[O:13])[CH:9]=3)[N:4]=2)[CH:21]=[CH:20][CH:19]=[CH:18][CH:17]=1. (4) Given the reactants Cl[C:2]1[C:7]([Br:8])=[CH:6][CH:5]=[CH:4][N:3]=1.[O:9]1[C:13]2([CH2:18][CH2:17][NH:16][CH2:15][CH2:14]2)[O:12][CH2:11][CH2:10]1, predict the reaction product. The product is: [Br:8][C:7]1[C:2]([N:16]2[CH2:17][CH2:18][C:13]3([O:12][CH2:11][CH2:10][O:9]3)[CH2:14][CH2:15]2)=[N:3][CH:4]=[CH:5][CH:6]=1. (5) Given the reactants [CH3:1][O:2][CH2:3][C@@H:4]1[N:8]([C:9]([O:11][CH2:12][C:13]2[CH:18]=[CH:17][CH:16]=[CH:15][CH:14]=2)=[O:10])[CH2:7][C@@H:6](S(C2C=CC(C)=CC=2)(=O)=O)[CH2:5]1.[C-:29]#[N:30].[Na+], predict the reaction product. The product is: [CH3:1][O:2][CH2:3][C@H:4]1[N:8]([C:9]([O:11][CH2:12][C:13]2[CH:14]=[CH:15][CH:16]=[CH:17][CH:18]=2)=[O:10])[CH2:7][C@@H:6]([C:29]#[N:30])[CH2:5]1. (6) The product is: [OH:12][C:4]1[CH:3]=[C:2]([NH:1][S:19]([C:13]2[CH:18]=[CH:17][CH:16]=[C:15]([S:19]([CH3:13])(=[O:21])=[O:20])[CH:14]=2)(=[O:21])=[O:20])[CH:11]=[CH:10][C:5]=1[C:6]([O:8][CH3:9])=[O:7]. Given the reactants [NH2:1][C:2]1[CH:3]=[C:4]([OH:12])[C:5](=[CH:10][CH:11]=1)[C:6]([O:8][CH3:9])=[O:7].[C:13]1([S:19](Cl)(=[O:21])=[O:20])[CH:18]=[CH:17][CH:16]=[CH:15][CH:14]=1, predict the reaction product. (7) Given the reactants [F:1][C:2]1[C:7]([F:8])=[CH:6][CH:5]=[CH:4][C:3]=1[C:9](=O)[CH2:10][C:11](O)([C:17]([O:19][CH2:20][CH3:21])=[O:18])[C:12](OCC)=[O:13].Cl.[NH2:25][NH2:26], predict the reaction product. The product is: [F:1][C:2]1[C:7]([F:8])=[CH:6][CH:5]=[CH:4][C:3]=1[C:9]1[N:26]=[N:25][C:12]([OH:13])=[C:11]([C:17]([O:19][CH2:20][CH3:21])=[O:18])[CH:10]=1.